Task: Regression. Given two drug SMILES strings and cell line genomic features, predict the synergy score measuring deviation from expected non-interaction effect.. Dataset: NCI-60 drug combinations with 297,098 pairs across 59 cell lines (1) Cell line: HCT116. Synergy scores: CSS=55.4, Synergy_ZIP=-1.80, Synergy_Bliss=-2.03, Synergy_Loewe=0.0283, Synergy_HSA=0.757. Drug 1: CC1=C2C(C(=O)C3(C(CC4C(C3C(C(C2(C)C)(CC1OC(=O)C(C(C5=CC=CC=C5)NC(=O)OC(C)(C)C)O)O)OC(=O)C6=CC=CC=C6)(CO4)OC(=O)C)OC)C)OC. Drug 2: C#CCC(CC1=CN=C2C(=N1)C(=NC(=N2)N)N)C3=CC=C(C=C3)C(=O)NC(CCC(=O)O)C(=O)O. (2) Drug 1: CC(CN1CC(=O)NC(=O)C1)N2CC(=O)NC(=O)C2. Drug 2: COC1=NC(=NC2=C1N=CN2C3C(C(C(O3)CO)O)O)N. Cell line: OVCAR-4. Synergy scores: CSS=6.73, Synergy_ZIP=-1.34, Synergy_Bliss=2.19, Synergy_Loewe=-2.25, Synergy_HSA=-0.277. (3) Cell line: U251. Drug 2: CS(=O)(=O)OCCCCOS(=O)(=O)C. Synergy scores: CSS=24.9, Synergy_ZIP=11.3, Synergy_Bliss=24.6, Synergy_Loewe=-12.5, Synergy_HSA=6.39. Drug 1: C1=NC(=NC(=O)N1C2C(C(C(O2)CO)O)O)N. (4) Drug 1: C1=CC=C(C=C1)NC(=O)CCCCCCC(=O)NO. Drug 2: CNC(=O)C1=NC=CC(=C1)OC2=CC=C(C=C2)NC(=O)NC3=CC(=C(C=C3)Cl)C(F)(F)F. Cell line: A549. Synergy scores: CSS=3.11, Synergy_ZIP=-5.07, Synergy_Bliss=-3.14, Synergy_Loewe=-20.5, Synergy_HSA=-5.02.